Dataset: Reaction yield outcomes from USPTO patents with 853,638 reactions. Task: Predict the reaction yield, written as a fraction of the theoretical maximum amount of product (1.0 means a 100% yield; for example, 0.34 means a 34% yield). (1) The reactants are [Cl:1][C:2]1[C:7]([OH:8])=[C:6](I)[CH:5]=[C:4]([CH2:10][OH:11])[N:3]=1.[CH:12]([Sn](C=C)(C=C)C=C)=[CH2:13]. The catalyst is CN(C=O)C.CCOC(C)=O.[Pd](Cl)Cl.C1(P(C2C=CC=CC=2)C2C=CC=CC=2)C=CC=CC=1.C1(P(C2C=CC=CC=2)C2C=CC=CC=2)C=CC=CC=1. The product is [Cl:1][C:2]1[C:7]([OH:8])=[C:6]([CH:12]=[CH2:13])[CH:5]=[C:4]([CH2:10][OH:11])[N:3]=1. The yield is 0.390. (2) The reactants are [NH2:1][C:2]1[CH:14]=[CH:13][C:5]2[N:6]([CH3:12])[C:7](=[O:11])[CH2:8][CH2:9][CH2:10][C:4]=2[C:3]=1[O:15][CH3:16].Cl[C:18]1[N:23]=[C:22]([NH:24][C:25]2[CH:34]=[CH:33][CH:32]=[CH:31][C:26]=2[C:27]([NH:29][CH3:30])=[O:28])[C:21]([Cl:35])=[CH:20][N:19]=1.Cl.O1CCOCC1.C(=O)([O-])[O-]. The catalyst is COCCO. The product is [Cl:35][C:21]1[C:22]([NH:24][C:25]2[CH:34]=[CH:33][CH:32]=[CH:31][C:26]=2[C:27]([NH:29][CH3:30])=[O:28])=[N:23][C:18]([NH:1][C:2]2[CH:14]=[CH:13][C:5]3[N:6]([CH3:12])[C:7](=[O:11])[CH2:8][CH2:9][CH2:10][C:4]=3[C:3]=2[O:15][CH3:16])=[N:19][CH:20]=1. The yield is 0.250. (3) The reactants are [F:1][C:2]([F:42])([F:41])[C:3]1[CH:8]=[CH:7][C:6]([N:9]2[CH2:14][CH2:13][CH:12]([O:15][C:16]3[CH:40]=[CH:39][C:19]4[N:20]=[C:21]([C:23]([NH:25][CH:26]5[CH2:31][CH2:30][N:29](C(OC(C)(C)C)=O)[CH2:28][CH2:27]5)=[O:24])[S:22][C:18]=4[CH:17]=3)[CH2:11][CH2:10]2)=[CH:5][CH:4]=1.Cl. The catalyst is O1CCOCC1. The product is [NH:29]1[CH2:30][CH2:31][CH:26]([NH:25][C:23]([C:21]2[S:22][C:18]3[CH:17]=[C:16]([O:15][CH:12]4[CH2:11][CH2:10][N:9]([C:6]5[CH:5]=[CH:4][C:3]([C:2]([F:42])([F:1])[F:41])=[CH:8][CH:7]=5)[CH2:14][CH2:13]4)[CH:40]=[CH:39][C:19]=3[N:20]=2)=[O:24])[CH2:27][CH2:28]1. The yield is 0.990.